From a dataset of Forward reaction prediction with 1.9M reactions from USPTO patents (1976-2016). Predict the product of the given reaction. (1) Given the reactants Br[CH2:2][C:3]1[CH:8]=[CH:7][CH:6]=[C:5]([Cl:9])[C:4]=1[O:10][CH3:11].ClC1C=CC(C)=C(OC)C=1.C1C(=O)[N:26](Br)[C:24](=O)C1, predict the reaction product. The product is: [Cl:9][C:5]1[C:4]([O:10][CH3:11])=[C:3]([CH2:2][CH2:24][NH2:26])[CH:8]=[CH:7][CH:6]=1. (2) Given the reactants FC1C=CC(CBr)=CC=1.CC1C=CC(S(O[CH2:21][CH2:22][CH:23]2[CH2:25][CH2:24]2)(=O)=O)=CC=1.[CH3:26][C:27]1[CH:31]=[C:30]([N:32]2[C:36](=[O:37])[NH:35][N:34]=[CH:33]2)[S:29][C:28]=1[C:38]([O:40][CH2:41][CH3:42])=[O:39], predict the reaction product. The product is: [CH:23]1([CH2:22][CH2:21][N:35]2[C:36](=[O:37])[N:32]([C:30]3[S:29][C:28]([C:38]([O:40][CH2:41][CH3:42])=[O:39])=[C:27]([CH3:26])[CH:31]=3)[CH:33]=[N:34]2)[CH2:24][CH2:25]1. (3) Given the reactants CC([N:5]([C@@H:9]([C:11]1([OH:34])[CH2:14][N:13]([C:15]([C:17]2[CH:22]=[CH:21][C:20]([F:23])=[C:19]([F:24])[C:18]=2[NH:25][C:26]2[CH:31]=[CH:30][C:29]([I:32])=[CH:28][C:27]=2[F:33])=[O:16])[CH2:12]1)[CH3:10])C(=O)[O-])(C)C.[ClH:35], predict the reaction product. The product is: [ClH:35].[NH2:5][C@@H:9]([C:11]1([OH:34])[CH2:14][N:13]([C:15]([C:17]2[CH:22]=[CH:21][C:20]([F:23])=[C:19]([F:24])[C:18]=2[NH:25][C:26]2[CH:31]=[CH:30][C:29]([I:32])=[CH:28][C:27]=2[F:33])=[O:16])[CH2:12]1)[CH3:10]. (4) Given the reactants [Zr:1].[C:2]([OH:6])(=[O:5])[CH:3]=[CH2:4], predict the reaction product. The product is: [C:2]([O-:6])(=[O:5])[CH:3]=[CH2:4].[C:2]([O-:6])(=[O:5])[CH:3]=[CH2:4].[C:2]([O-:6])(=[O:5])[CH:3]=[CH2:4].[C:2]([O-:6])(=[O:5])[CH:3]=[CH2:4].[Zr+4:1]. (5) Given the reactants Cl[C:2]([O:4][CH3:5])=[O:3].[NH2:6][C@H:7]([CH2:26][O:27][C:28]1[CH:33]=[CH:32][C:31]([C:34]#[N:35])=[CH:30][CH:29]=1)[CH2:8][N:9]1[CH2:15][CH:14]2[CH:16]([N:17]([CH3:25])[C:18](=[O:24])[O:19][C:20]([CH3:23])([CH3:22])[CH3:21])[CH:11]([CH2:12][CH2:13]2)[CH2:10]1.C([O-])([O-])=O.[Na+].[Na+], predict the reaction product. The product is: [C:20]([O:19][C:18]([N:17]([CH3:25])[CH:16]1[CH:11]2[CH2:12][CH2:13][CH:14]1[CH2:15][N:9]([CH2:8][C@H:7]([NH:6][C:2](=[O:3])[O:4][CH3:5])[CH2:26][O:27][C:28]1[CH:33]=[CH:32][C:31]([C:34]#[N:35])=[CH:30][CH:29]=1)[CH2:10]2)=[O:24])([CH3:22])([CH3:21])[CH3:23]. (6) Given the reactants [CH2:1]([OH:19])[CH2:2][O:3][CH2:4][CH2:5][O:6][CH2:7][CH2:8][O:9][CH2:10][CH2:11][O:12][CH2:13][CH2:14][O:15][CH2:16][CH2:17][OH:18].[C:20](Cl)([C:33]1[CH:38]=[CH:37][CH:36]=[CH:35][CH:34]=1)([C:27]1[CH:32]=[CH:31][CH:30]=[CH:29][CH:28]=1)[C:21]1[CH:26]=[CH:25][CH:24]=[CH:23][CH:22]=1.O, predict the reaction product. The product is: [C:21]1([C:20]([C:27]2[CH:28]=[CH:29][CH:30]=[CH:31][CH:32]=2)([C:33]2[CH:34]=[CH:35][CH:36]=[CH:37][CH:38]=2)[O:18][CH2:17][CH2:16][O:15][CH2:14][CH2:13][O:12][CH2:11][CH2:10][O:9][CH2:8][CH2:7][O:6][CH2:5][CH2:4][O:3][CH2:2][CH2:1][OH:19])[CH:22]=[CH:23][CH:24]=[CH:25][CH:26]=1.